This data is from Catalyst prediction with 721,799 reactions and 888 catalyst types from USPTO. The task is: Predict which catalyst facilitates the given reaction. (1) Reactant: CN(C(ON1N=NC2C=CC=CC1=2)=[N+](C)C)C.[B-](F)(F)(F)F.[Cl:23][C:24]1[CH:29]=[CH:28][C:27]([N:30]2[C:33](=[O:34])[C@H:32]([S:35][CH2:36][C:37]([C:39]3[CH:44]=[CH:43][C:42]([Cl:45])=[CH:41][CH:40]=3)=[O:38])[C@H:31]2[C:46]2[CH:60]=[CH:59][C:49]([O:50][CH2:51][C:52]([NH:54][CH2:55][C:56](O)=[O:57])=[O:53])=[CH:48][CH:47]=2)=[CH:26][CH:25]=1.CN1CCOCC1.[NH2:68][C@@H:69]([C:74]([OH:76])=[O:75])[C:70]([CH3:73])([CH3:72])[CH3:71].[BH4-].[Na+]. Product: [Cl:23][C:24]1[CH:25]=[CH:26][C:27]([N:30]2[C:33](=[O:34])[C@H:32]([S:35][CH2:36][CH:37]([C:39]3[CH:40]=[CH:41][C:42]([Cl:45])=[CH:43][CH:44]=3)[OH:38])[C@H:31]2[C:46]2[CH:47]=[CH:48][C:49]([O:50][CH2:51][C:52]([NH:54][CH2:55][C:56]([NH:68][C@@H:69]([C:74]([OH:76])=[O:75])[C:70]([CH3:73])([CH3:72])[CH3:71])=[O:57])=[O:53])=[CH:59][CH:60]=2)=[CH:28][CH:29]=1. The catalyst class is: 61. (2) Reactant: CS(C)=O.C(Cl)(=O)C(Cl)=O.[O:11]1[CH2:16][CH2:15][CH2:14][CH2:13][CH:12]1[O:17][CH2:18][CH2:19][CH2:20][CH2:21][CH2:22][CH2:23][OH:24].C(N(CC)CC)C. Product: [O:11]1[CH2:16][CH2:15][CH2:14][CH2:13][CH:12]1[O:17][CH2:18][CH2:19][CH2:20][CH2:21][CH2:22][CH:23]=[O:24]. The catalyst class is: 4. (3) Reactant: Cl.[Cl:2][C:3]1[CH:22]=[CH:21][C:6]([O:7][C:8]2[CH:9]=[C:10]([CH:18]=[CH:19][CH:20]=2)[CH2:11][N:12]2[CH2:17][CH2:16][NH:15][CH2:14][CH2:13]2)=[CH:5][CH:4]=1.C(N(C(C)C)CC)(C)C.C1([O:38][C:39](=O)[NH:40][C:41]2[N:45]3[N:46]=[CH:47][CH:48]=[CH:49][C:44]3=[N:43][CH:42]=2)C=CC=CC=1. Product: [N:43]1[CH:42]=[C:41]([NH:40][C:39]([N:15]2[CH2:16][CH2:17][N:12]([CH2:11][C:10]3[CH:18]=[CH:19][CH:20]=[C:8]([O:7][C:6]4[CH:21]=[CH:22][C:3]([Cl:2])=[CH:4][CH:5]=4)[CH:9]=3)[CH2:13][CH2:14]2)=[O:38])[N:45]2[C:44]=1[CH:49]=[CH:48][CH:47]=[N:46]2. The catalyst class is: 197. (4) Reactant: [F:1][C:2]1[CH:3]=[C:4]([N:14]2[CH2:18][CH2:17][N:16]([C:19]3[CH:20]=[N:21][CH:22]=[CH:23][C:24]=3[CH3:25])[C:15]2=[O:26])[CH:5]=[CH:6][C:7]=1[CH:8]([OH:13])[C:9]([F:12])([F:11])[F:10].CO. Product: [F:1][C:2]1[CH:3]=[C:4]([N:14]2[CH2:18][CH2:17][N:16]([C:19]3[CH:20]=[N:21][CH:22]=[CH:23][C:24]=3[CH3:25])[C:15]2=[O:26])[CH:5]=[CH:6][C:7]=1[C:8](=[O:13])[C:9]([F:12])([F:10])[F:11]. The catalyst class is: 177. (5) Product: [CH2:1]([N:3]1[C:8](=[O:9])[C:7]([C:10]([F:12])([F:13])[F:11])=[CH:6][C:5]([C:14]([OH:16])=[O:15])=[CH:4]1)[CH3:2]. The catalyst class is: 1. Reactant: [CH2:1]([N:3]1[C:8](=[O:9])[C:7]([C:10]([F:13])([F:12])[F:11])=[CH:6][C:5]([C:14]([O:16]C)=[O:15])=[CH:4]1)[CH3:2].[OH-].[Li+]. (6) Reactant: O1CCCC1.[Br:6][C:7]1[CH:23]=[CH:22][C:10]2[C:11](=[O:21])[C:12]3[CH:19]=[C:18]([OH:20])[CH:17]=[CH:16][C:13]=3[O:14][CH2:15][C:9]=2[CH:8]=1.[BH4-].[Na+]. Product: [Br:6][C:7]1[CH:23]=[CH:22][C:10]2[CH:11]([OH:21])[C:12]3[CH:19]=[C:18]([OH:20])[CH:17]=[CH:16][C:13]=3[O:14][CH2:15][C:9]=2[CH:8]=1. The catalyst class is: 5. (7) Reactant: C([O:4][CH2:5][C@H:6]1[CH2:11][C@@H:10]([O:12]C(=O)C)[CH2:9][CH2:8][C@:7]1([CH3:37])[C@H:16]1[CH2:24][CH2:23][C@@:22]2([CH3:25])[C@@H:18]([CH2:19][CH2:20][C:21]2=[CH2:26])[C@@H:17]1[CH2:27][NH:28][C:29](=[O:36])[C:30]1[CH:35]=[CH:34][CH:33]=[N:32][CH:31]=1)(=O)C.C([O-])([O-])=O.[K+].[K+]. Product: [OH:12][C@H:10]1[CH2:9][CH2:8][C@@:7]([C@H:16]2[CH2:24][CH2:23][C@@:22]3([CH3:25])[C@@H:18]([CH2:19][CH2:20][C:21]3=[CH2:26])[C@@H:17]2[CH2:27][NH:28][C:29](=[O:36])[C:30]2[CH:35]=[CH:34][CH:33]=[N:32][CH:31]=2)([CH3:37])[C@@H:6]([CH2:5][OH:4])[CH2:11]1. The catalyst class is: 24. (8) Reactant: CO.[NH2:3][C:4]1[C:9]([C:10]2[O:14][N:13]=[C:12]([CH2:15][C:16]3[CH:21]=[CH:20][C:19]([OH:22])=[CH:18][CH:17]=3)[CH:11]=2)=[CH:8][CH:7]=[C:6]([NH2:23])[N:5]=1.[OH-].[Na+].Br[CH2:27][C:28]1[CH:29]=[C:30]([CH:33]=[CH:34][CH:35]=1)[C:31]#[N:32]. Product: [NH2:3][C:4]1[C:9]([C:10]2[O:14][N:13]=[C:12]([CH2:15][C:16]3[CH:21]=[CH:20][C:19]([O:22][CH2:27][C:28]4[CH:29]=[C:30]([CH:33]=[CH:34][CH:35]=4)[C:31]#[N:32])=[CH:18][CH:17]=3)[CH:11]=2)=[CH:8][CH:7]=[C:6]([NH2:23])[N:5]=1. The catalyst class is: 9. (9) Product: [OH:1][CH2:2][C:3]1[CH:4]=[C:5]([CH:10]=[CH:11][CH:12]=1)[C:6]([OH:8])=[O:7]. Reactant: [OH:1][CH2:2][C:3]1[CH:4]=[C:5]([CH:10]=[CH:11][CH:12]=1)[C:6]([O:8]C)=[O:7].[OH-].[Na+]. The catalyst class is: 5.